Dataset: Full USPTO retrosynthesis dataset with 1.9M reactions from patents (1976-2016). Task: Predict the reactants needed to synthesize the given product. (1) Given the product [C:12]([O:16][C:17](=[O:39])[CH2:18][N:19]1[C:23]2[CH:24]=[CH:25][C:26]([N:28]([CH2:29][C:30]3[CH:31]=[CH:32][CH:33]=[CH:34][CH:35]=3)[C:5](=[O:6])[C:4]3[CH:8]=[CH:9][C:10]([F:11])=[C:2]([F:1])[CH:3]=3)=[CH:27][C:22]=2[N:21]=[C:20]1[CH2:36][CH2:37][CH3:38])([CH3:15])([CH3:14])[CH3:13], predict the reactants needed to synthesize it. The reactants are: [F:1][C:2]1[CH:3]=[C:4]([CH:8]=[CH:9][C:10]=1[F:11])[C:5](Cl)=[O:6].[C:12]([O:16][C:17](=[O:39])[CH2:18][N:19]1[C:23]2[CH:24]=[CH:25][C:26]([NH:28][CH2:29][C:30]3[CH:35]=[CH:34][CH:33]=[CH:32][CH:31]=3)=[CH:27][C:22]=2[N:21]=[C:20]1[CH2:36][CH2:37][CH3:38])([CH3:15])([CH3:14])[CH3:13].CCN(C(C)C)C(C)C. (2) Given the product [C:24]([O:23][C:21](=[O:22])[NH:28][CH2:29][CH2:30][CH2:31][N:12]1[C:11]([S:10][C:3]2[CH:4]=[C:5]([O:8][CH3:9])[CH:6]=[CH:7][C:2]=2[I:1])=[N:19][C:18]2[C:13]1=[N:14][CH:15]=[N:16][C:17]=2[NH2:20])([CH3:27])([CH3:26])[CH3:25], predict the reactants needed to synthesize it. The reactants are: [I:1][C:2]1[CH:7]=[CH:6][C:5]([O:8][CH3:9])=[CH:4][C:3]=1[S:10][C:11]1[NH:12][C:13]2[C:18]([N:19]=1)=[C:17]([NH2:20])[N:16]=[CH:15][N:14]=2.[C:21]([NH:28][CH2:29][CH2:30][CH2:31]Cl)([O:23][C:24]([CH3:27])([CH3:26])[CH3:25])=[O:22].C([O-])([O-])=O.[Cs+].[Cs+].CO. (3) Given the product [CH3:14][O:13][C:10]1[CH:11]=[CH:12][C:7]([C:6]2[C:2]([C:20]3[CH:21]=[CH:22][C:17]([C:15]#[N:16])=[CH:18][C:19]=3[CH3:26])=[CH:3][S:4][CH:5]=2)=[CH:8][CH:9]=1, predict the reactants needed to synthesize it. The reactants are: Br[C:2]1[C:6]([C:7]2[CH:12]=[CH:11][C:10]([O:13][CH3:14])=[CH:9][CH:8]=2)=[CH:5][S:4][CH:3]=1.[C:15]([C:17]1[CH:22]=[CH:21][C:20](B(O)O)=[C:19]([CH3:26])[CH:18]=1)#[N:16].C(=O)([O-])[O-].[Na+].[Na+].C1(C)C=CC=CC=1. (4) Given the product [NH:25]1[C:33]2[C:28](=[CH:29][CH:30]=[C:31]([C:34]([NH:4][C@@H:5]([C:10]([N:12]3[CH2:17][CH2:16][N:15]([CH:18]4[CH2:19][CH2:20][N:21]([CH3:24])[CH2:22][CH2:23]4)[CH2:14][CH2:13]3)=[O:11])[CH2:6][C:7](=[O:9])[NH2:8])=[O:35])[CH:32]=2)[CH:27]=[CH:26]1, predict the reactants needed to synthesize it. The reactants are: Cl.Cl.Cl.[NH2:4][C@@H:5]([C:10]([N:12]1[CH2:17][CH2:16][N:15]([CH:18]2[CH2:23][CH2:22][N:21]([CH3:24])[CH2:20][CH2:19]2)[CH2:14][CH2:13]1)=[O:11])[CH2:6][C:7](=[O:9])[NH2:8].[NH:25]1[C:33]2[C:28](=[CH:29][CH:30]=[C:31]([C:34](O)=[O:35])[CH:32]=2)[CH:27]=[CH:26]1. (5) Given the product [Cl:26][C:6]1[CH:5]=[CH:4][C:3]([CH2:2][NH:1][C:29](=[O:28])[C:30]([CH3:35])([CH3:34])[CH2:31][OH:32])=[CH:8][C:7]=1[N:9]1[C:13](=[O:14])[NH:12][C:11]([C:15]2[CH:20]=[CH:19][C:18]([C:21]#[C:22][CH:23]3[CH2:25][CH2:24]3)=[CH:17][CH:16]=2)=[N:10]1, predict the reactants needed to synthesize it. The reactants are: [NH2:1][CH2:2][C:3]1[CH:4]=[CH:5][C:6]([Cl:26])=[C:7]([N:9]2[C:13](=[O:14])[NH:12][C:11]([C:15]3[CH:20]=[CH:19][C:18]([C:21]#[C:22][CH:23]4[CH2:25][CH2:24]4)=[CH:17][CH:16]=3)=[N:10]2)[CH:8]=1.C[O:28][CH2:29][C:30]([CH3:35])([CH3:34])[C:31](O)=[O:32].F[P-](F)(F)(F)(F)F.N1(O[P+](N(C)C)(N(C)C)N(C)C)C2C=CC=CC=2N=N1. (6) Given the product [Cl:11][C:7]1[CH:8]=[CH:9][CH:10]=[C:2]2[C:3]=1[C:4]([N:22]1[CH2:26][CH2:25][CH2:24][CH2:23]1)=[N:6][C:15]([C:14]1[CH:18]=[CH:19][CH:20]=[CH:21][C:13]=1[Cl:12])=[N:1]2, predict the reactants needed to synthesize it. The reactants are: [NH2:1][C:2]1[CH:10]=[CH:9][CH:8]=[C:7]([Cl:11])[C:3]=1[C:4]([NH2:6])=O.[Cl:12][C:13]1[CH:21]=[CH:20][CH:19]=[CH:18][C:14]=1[C:15](Cl)=O.[NH:22]1[CH2:26][CH2:25][CH2:24][CH2:23]1. (7) Given the product [CH3:33][C:32]1[CH:31]=[CH:30][CH:29]=[C:28]([CH3:34])[C:27]=1[O:26][C:23]1[N:22]=[CH:21][C:20]([NH:19][C:17](=[O:18])[C@@H:16]([CH3:35])[NH2:12])=[CH:25][CH:24]=1, predict the reactants needed to synthesize it. The reactants are: FC(F)(F)C(O)=O.CC([N:12]([C@H:16]([CH3:35])[C:17]([NH:19][C:20]1[CH:21]=[N:22][C:23]([O:26][C:27]2[C:32]([CH3:33])=[CH:31][CH:30]=[CH:29][C:28]=2[CH3:34])=[CH:24][CH:25]=1)=[O:18])C(=O)[O-])(C)C. (8) Given the product [CH3:18][O:17][C:14]1[CH:15]=[CH:16][C:11]([C:9](=[O:10])[CH2:8][C:19]([O:20][CH2:21][CH3:22])=[O:23])=[CH:12][CH:13]=1, predict the reactants needed to synthesize it. The reactants are: CCC([O-])(C)C.[K+].[CH3:8][C:9]([C:11]1[CH:16]=[CH:15][C:14]([O:17][CH3:18])=[CH:13][CH:12]=1)=[O:10].[C:19](=O)([O:23]CC)[O:20][CH2:21][CH3:22].C(O)(=O)C. (9) Given the product [C:6]([O-:9])(=[O:8])[CH3:7].[Ca+2:10].[C:11]([O-:14])(=[O:13])[CH3:12], predict the reactants needed to synthesize it. The reactants are: [N+]([O-])(O)=O.O.[C:6]([O-:9])(=[O:8])[CH3:7].[Ca+2:10].[C:11]([O-:14])(=[O:13])[CH3:12].